Dataset: Reaction yield outcomes from USPTO patents with 853,638 reactions. Task: Predict the reaction yield, written as a fraction of the theoretical maximum amount of product (1.0 means a 100% yield; for example, 0.34 means a 34% yield). (1) The reactants are [F:1][C:2]([F:12])([F:11])[C:3](=O)/[CH:4]=[N:5]/[NH:6][C:7]([NH2:9])=[O:8].C1(P(C2C=CC=CC=2)(C2C=CC=CC=2)=[CH:20][C:21]([O:23][CH2:24][CH3:25])=[O:22])C=CC=CC=1. The catalyst is C1COCC1. The product is [C:7]([NH:6]/[N:5]=[CH:4]/[C:3](/[C:2]([F:12])([F:11])[F:1])=[CH:20]\[C:21]([O:23][CH2:24][CH3:25])=[O:22])(=[O:8])[NH2:9]. The yield is 0.790. (2) The yield is 0.970. The product is [Br:22][C:19]([CH3:21])([CH3:20])[C:18]([NH:17][C:14]1[CH:15]=[CH:16][C:11]([CH2:10][C@@H:9]([C:24]([OH:26])=[O:25])[NH2:8])=[CH:12][CH:13]=1)=[O:23]. The reactants are C([NH:8][C@H:9]([C:24]([OH:26])=[O:25])[CH2:10][C:11]1[CH:16]=[CH:15][C:14]([NH:17][C:18](=[O:23])[C:19]([Br:22])([CH3:21])[CH3:20])=[CH:13][CH:12]=1)(OC(C)(C)C)=O. The catalyst is C(OCC)(=O)C.